From a dataset of Full USPTO retrosynthesis dataset with 1.9M reactions from patents (1976-2016). Predict the reactants needed to synthesize the given product. (1) Given the product [CH3:1][O:2][C:6]1[CH:11]=[C:10]([O:21][CH3:20])[C:9]([C:13]([F:16])([F:15])[F:14])=[CH:8][C:7]=1[N+:17]([O-:19])=[O:18], predict the reactants needed to synthesize it. The reactants are: [CH3:1][O-:2].[Na+].[Na].Cl[C:6]1[CH:11]=[C:10](Cl)[C:9]([C:13]([F:16])([F:15])[F:14])=[CH:8][C:7]=1[N+:17]([O-:19])=[O:18].[CH3:20][OH:21]. (2) The reactants are: [CH3:1][N:2]([CH3:28])[C:3]([C:5]1[N:22]([CH:23]2[CH2:27][CH2:26][CH2:25][CH2:24]2)[C:8]2[N:9]=[C:10]([NH:13][C:14]3[CH:19]=[CH:18][C:17]([CH:20]=O)=[CH:16][N:15]=3)[N:11]=[CH:12][C:7]=2[CH:6]=1)=[O:4].[C:29]([O:33][C:34]([N:36]1[CH2:41][CH2:40][NH:39][CH2:38][CH2:37]1)=[O:35])([CH3:32])([CH3:31])[CH3:30]. Given the product [C:29]([O:33][C:34]([N:36]1[CH2:41][CH2:40][N:39]([CH2:20][C:17]2[CH:16]=[N:15][C:14]([NH:13][C:10]3[N:11]=[CH:12][C:7]4[CH:6]=[C:5]([C:3](=[O:4])[N:2]([CH3:1])[CH3:28])[N:22]([CH:23]5[CH2:27][CH2:26][CH2:25][CH2:24]5)[C:8]=4[N:9]=3)=[CH:19][CH:18]=2)[CH2:38][CH2:37]1)=[O:35])([CH3:32])([CH3:30])[CH3:31], predict the reactants needed to synthesize it. (3) Given the product [NH2:44][C:42]([C@@H:36]1[C@@H:37]2[CH2:41][C@@H:40]([CH:39]=[CH:38]2)[C@@H:35]1[NH:34][C:16]([C@@H:9]1[CH2:10][C:11](=[N:13][O:14][CH3:15])[CH2:12][N:8]1[C:6]([C:31]1[CH:30]=[CH:29][C:28]([C:19]2[CH:20]=[CH:21][CH:22]=[CH:23][CH:24]=2)=[CH:33][CH:32]=1)=[O:7])=[O:18])=[O:43], predict the reactants needed to synthesize it. The reactants are: C(O[C:6]([N:8]1[CH2:12][C:11](=[N:13][O:14][CH3:15])[CH2:10][C@H:9]1[C:16]([OH:18])=O)=[O:7])(C)(C)C.[C:19]1([C:28]2[CH:33]=[CH:32][CH:31]=[CH:30][CH:29]=2)[CH:24]=[CH:23][C:22](C(Cl)=O)=[CH:21][CH:20]=1.[NH2:34][C@H:35]1[C@H:40]2[CH2:41][C@H:37]([CH:38]=[CH:39]2)[C@H:36]1[C:42]([NH2:44])=[O:43].